Dataset: Full USPTO retrosynthesis dataset with 1.9M reactions from patents (1976-2016). Task: Predict the reactants needed to synthesize the given product. Given the product [CH3:50][C:51]1([CH3:60])[CH2:56][N:55]([C:45]([C:41]2[N:42]=[CH:43][N:44]=[C:39]([N:36]3[CH2:37][CH2:38][CH:33]([N:25]4[C:26]5[C:27](=[N:28][CH:29]=[CH:30][CH:31]=5)[NH:32][C:24]4=[O:23])[CH2:34][CH2:35]3)[CH:40]=2)=[O:47])[CH2:54][C:53]2[CH:57]=[N:58][NH:59][C:52]1=2, predict the reactants needed to synthesize it. The reactants are: CN(C(ON1N=NC2C=CC=CC1=2)=[N+](C)C)C.[B-](F)(F)(F)F.[O:23]=[C:24]1[NH:32][C:27]2=[N:28][CH:29]=[CH:30][CH:31]=[C:26]2[N:25]1[CH:33]1[CH2:38][CH2:37][N:36]([C:39]2[N:44]=[CH:43][N:42]=[C:41]([C:45]([OH:47])=O)[CH:40]=2)[CH2:35][CH2:34]1.Cl.Cl.[CH3:50][C:51]1([CH3:60])[CH2:56][NH:55][CH2:54][C:53]2[CH:57]=[N:58][NH:59][C:52]1=2.C(N(CC)CC)C.